From a dataset of NCI-60 drug combinations with 297,098 pairs across 59 cell lines. Regression. Given two drug SMILES strings and cell line genomic features, predict the synergy score measuring deviation from expected non-interaction effect. (1) Drug 1: C1C(C(OC1N2C=C(C(=O)NC2=O)F)CO)O. Drug 2: CN(CCCl)CCCl.Cl. Cell line: MCF7. Synergy scores: CSS=20.1, Synergy_ZIP=-7.02, Synergy_Bliss=-0.672, Synergy_Loewe=-4.25, Synergy_HSA=2.31. (2) Cell line: U251. Drug 1: CC1=C(C=C(C=C1)C(=O)NC2=CC(=CC(=C2)C(F)(F)F)N3C=C(N=C3)C)NC4=NC=CC(=N4)C5=CN=CC=C5. Synergy scores: CSS=27.4, Synergy_ZIP=2.07, Synergy_Bliss=3.18, Synergy_Loewe=-26.1, Synergy_HSA=4.12. Drug 2: CC1=C2C(C(=O)C3(C(CC4C(C3C(C(C2(C)C)(CC1OC(=O)C(C(C5=CC=CC=C5)NC(=O)C6=CC=CC=C6)O)O)OC(=O)C7=CC=CC=C7)(CO4)OC(=O)C)O)C)OC(=O)C. (3) Drug 1: C1=CN(C(=O)N=C1N)C2C(C(C(O2)CO)O)O.Cl. Drug 2: CC(C)(C#N)C1=CC(=CC(=C1)CN2C=NC=N2)C(C)(C)C#N. Cell line: OVCAR-8. Synergy scores: CSS=36.7, Synergy_ZIP=1.68, Synergy_Bliss=1.27, Synergy_Loewe=-5.82, Synergy_HSA=0.539. (4) Drug 1: C1=NC(=NC(=O)N1C2C(C(C(O2)CO)O)O)N. Drug 2: CC(C)NC(=O)C1=CC=C(C=C1)CNNC.Cl. Cell line: T-47D. Synergy scores: CSS=5.62, Synergy_ZIP=-1.91, Synergy_Bliss=1.94, Synergy_Loewe=-9.00, Synergy_HSA=0.691. (5) Drug 1: CNC(=O)C1=CC=CC=C1SC2=CC3=C(C=C2)C(=NN3)C=CC4=CC=CC=N4. Drug 2: CCC(=C(C1=CC=CC=C1)C2=CC=C(C=C2)OCCN(C)C)C3=CC=CC=C3.C(C(=O)O)C(CC(=O)O)(C(=O)O)O. Cell line: IGROV1. Synergy scores: CSS=3.30, Synergy_ZIP=-1.24, Synergy_Bliss=0.530, Synergy_Loewe=0.485, Synergy_HSA=0.602. (6) Drug 1: CC1OCC2C(O1)C(C(C(O2)OC3C4COC(=O)C4C(C5=CC6=C(C=C35)OCO6)C7=CC(=C(C(=C7)OC)O)OC)O)O. Drug 2: C1=CC(=CC=C1CC(C(=O)O)N)N(CCCl)CCCl.Cl. Cell line: UACC62. Synergy scores: CSS=45.1, Synergy_ZIP=1.16, Synergy_Bliss=9.01, Synergy_Loewe=-1.53, Synergy_HSA=11.5. (7) Drug 1: C1CC(C1)(C(=O)O)C(=O)O.[NH2-].[NH2-].[Pt+2]. Drug 2: CNC(=O)C1=NC=CC(=C1)OC2=CC=C(C=C2)NC(=O)NC3=CC(=C(C=C3)Cl)C(F)(F)F. Cell line: MDA-MB-231. Synergy scores: CSS=0.114, Synergy_ZIP=1.35, Synergy_Bliss=3.37, Synergy_Loewe=-1.70, Synergy_HSA=-0.665. (8) Drug 1: C1=CN(C(=O)N=C1N)C2C(C(C(O2)CO)O)O.Cl. Drug 2: CC1=C2C(C(=O)C3(C(CC4C(C3C(C(C2(C)C)(CC1OC(=O)C(C(C5=CC=CC=C5)NC(=O)OC(C)(C)C)O)O)OC(=O)C6=CC=CC=C6)(CO4)OC(=O)C)O)C)O. Cell line: SK-MEL-5. Synergy scores: CSS=10.5, Synergy_ZIP=-2.42, Synergy_Bliss=5.81, Synergy_Loewe=-1.62, Synergy_HSA=0.360. (9) Drug 1: C1=NC2=C(N=C(N=C2N1C3C(C(C(O3)CO)O)F)Cl)N. Drug 2: C1=CC=C(C=C1)NC(=O)CCCCCCC(=O)NO. Cell line: MDA-MB-435. Synergy scores: CSS=7.24, Synergy_ZIP=-6.59, Synergy_Bliss=-5.91, Synergy_Loewe=-10.6, Synergy_HSA=-6.12. (10) Drug 1: CC1C(C(CC(O1)OC2CC(OC(C2O)C)OC3=CC4=CC5=C(C(=O)C(C(C5)C(C(=O)C(C(C)O)O)OC)OC6CC(C(C(O6)C)O)OC7CC(C(C(O7)C)O)OC8CC(C(C(O8)C)O)(C)O)C(=C4C(=C3C)O)O)O)O. Drug 2: COCCOC1=C(C=C2C(=C1)C(=NC=N2)NC3=CC=CC(=C3)C#C)OCCOC.Cl. Cell line: CCRF-CEM. Synergy scores: CSS=25.1, Synergy_ZIP=1.74, Synergy_Bliss=-0.0789, Synergy_Loewe=-25.4, Synergy_HSA=-3.69.